Dataset: Reaction yield outcomes from USPTO patents with 853,638 reactions. Task: Predict the reaction yield, written as a fraction of the theoretical maximum amount of product (1.0 means a 100% yield; for example, 0.34 means a 34% yield). (1) The reactants are [NH:1]1[CH:5]=[CH:4][N:3]=[C:2]1[CH2:6][NH:7][C:8]1[CH:13]=[CH:12][CH:11]=[C:10]([F:14])[CH:9]=1.[CH:15](=O)[CH3:16].C([BH3-])#N.[Na+]. The catalyst is CO.[Cl-].[Zn+2].[Cl-]. The product is [CH2:15]([N:7]([C:8]1[CH:13]=[CH:12][CH:11]=[C:10]([F:14])[CH:9]=1)[CH2:6][C:2]1[NH:1][CH:5]=[CH:4][N:3]=1)[CH3:16]. The yield is 0.540. (2) The reactants are [Br:1][C:2]1[CH:7]=[CH:6][C:5]([CH2:8][CH2:9][C:10]([OH:12])=O)=[CH:4][CH:3]=1.S(Cl)(Cl)=O.[Cl-].[Cl-].[Cl-].[Al+3]. No catalyst specified. The product is [Br:1][C:2]1[CH:3]=[C:4]2[C:5]([CH2:8][CH2:9][C:10]2=[O:12])=[CH:6][CH:7]=1. The yield is 0.966. (3) The reactants are [O:1]=[S:2]1(=[O:18])[N:6]2[CH2:7][CH2:8][N:9](C(OC(C)(C)C)=O)[CH2:10][C@@H:5]2[CH2:4][CH2:3]1.C(O)(C(F)(F)F)=O. The catalyst is C(Cl)Cl. The product is [S:2]1(=[O:1])(=[O:18])[N:6]2[CH2:7][CH2:8][NH:9][CH2:10][C@@H:5]2[CH2:4][CH2:3]1. The yield is 0.840. (4) The reactants are [N+:1]([C:4]1[CH:5]=[C:6]([NH2:13])[C:7](=[CH:11][CH:12]=1)[C:8]([OH:10])=O)([O-:3])=[O:2].O=S(Cl)Cl.[Cl:18][C:19]1[CH:25]=[CH:24][CH:23]=[CH:22][C:20]=1[NH2:21].C(Cl)(Cl)Cl. The catalyst is C1C=CC=CC=1. The product is [NH2:13][C:6]1[CH:5]=[C:4]([N+:1]([O-:3])=[O:2])[CH:12]=[CH:11][C:7]=1[C:8]([NH:21][C:20]1[CH:22]=[CH:23][CH:24]=[CH:25][C:19]=1[Cl:18])=[O:10]. The yield is 0.310.